Dataset: Reaction yield outcomes from USPTO patents with 853,638 reactions. Task: Predict the reaction yield, written as a fraction of the theoretical maximum amount of product (1.0 means a 100% yield; for example, 0.34 means a 34% yield). (1) The reactants are [CH3:1][O:2][C:3]1([O:25][CH3:26])[CH2:8][CH2:7][N:6]([C:9]2[CH:14]=[CH:13][C:12]([N:15]3[CH2:19][C@H:18]([CH2:20]N)[O:17][C:16]3=[O:22])=[CH:11][C:10]=2[F:23])[CH2:5][CH:4]1[F:24].[N:27]1C=CC=[CH:29][CH:28]=1.C(OC(=O)C)(=[O:35])C. The catalyst is C(OCC)(=O)C. The product is [CH3:1][O:2][C:3]1([O:25][CH3:26])[CH2:8][CH2:7][N:6]([C:9]2[CH:14]=[CH:13][C:12]([N:15]3[CH2:19][C@H:18]([CH2:20][CH2:29][C:28]([NH2:27])=[O:35])[O:17][C:16]3=[O:22])=[CH:11][C:10]=2[F:23])[CH2:5][CH:4]1[F:24]. The yield is 0.580. (2) The reactants are [P:1]([O:36]C(C)(C)C)([O:31]C(C)(C)C)([O:3][CH2:4][CH2:5][N:6]([CH3:30])[C:7](=[O:29])[C:8]1[CH:13]=[C:12]([N:14]([CH2:18][CH2:19][Br:20])[CH2:15][CH2:16][Br:17])[C:11]([S:21]([CH2:24][CH3:25])(=[O:23])=[O:22])=[CH:10][C:9]=1[N+:26]([O-:28])=[O:27])=[O:2].C(O)(C(F)(F)F)=O. The catalyst is C(Cl)Cl. The product is [P:1]([OH:36])([OH:31])([O:3][CH2:4][CH2:5][N:6]([CH3:30])[C:7](=[O:29])[C:8]1[CH:13]=[C:12]([N:14]([CH2:15][CH2:16][Br:17])[CH2:18][CH2:19][Br:20])[C:11]([S:21]([CH2:24][CH3:25])(=[O:22])=[O:23])=[CH:10][C:9]=1[N+:26]([O-:28])=[O:27])=[O:2]. The yield is 0.870. (3) The reactants are [CH3:1][C:2]1[NH:6][C:5]2[C:7]([C:17]([O:19]C)=[O:18])=[CH:8][C:9]([N:11]3[CH2:16][CH2:15][O:14][CH2:13][CH2:12]3)=[CH:10][C:4]=2[N:3]=1.[CH3:21][C:22]1[C:29]([CH3:30])=[CH:28][CH:27]=[CH:26][C:23]=1[CH2:24]Br.C(=O)([O-])[O-].[K+].[K+].[OH-].[Li+]. The catalyst is CN(C)C=O.O1CCCC1.O. The product is [CH3:21][C:22]1[C:29]([CH3:30])=[CH:28][CH:27]=[CH:26][C:23]=1[CH2:24][N:3]1[C:4]2[CH:10]=[C:9]([N:11]3[CH2:16][CH2:15][O:14][CH2:13][CH2:12]3)[CH:8]=[C:7]([C:17]([OH:19])=[O:18])[C:5]=2[N:6]=[C:2]1[CH3:1]. The yield is 0.200.